This data is from Reaction yield outcomes from USPTO patents with 853,638 reactions. The task is: Predict the reaction yield, written as a fraction of the theoretical maximum amount of product (1.0 means a 100% yield; for example, 0.34 means a 34% yield). The reactants are [CH2:1]([N:3]([CH2:19][CH3:20])[CH2:4][CH2:5][N:6]1[CH2:11][CH2:10][C:9]2[NH:12][C:13]([CH:16]=O)=[C:14]([CH3:15])[C:8]=2[C:7]1=[O:18])[CH3:2].[CH3:21][C:22]1[CH:30]=[CH:29][CH:28]=[C:27]2[C:23]=1[CH2:24][C:25](=[O:31])[NH:26]2. No catalyst specified. The product is [CH2:1]([N:3]([CH2:19][CH3:20])[CH2:4][CH2:5][N:6]1[CH2:11][CH2:10][C:9]2[NH:12][C:13]([CH:16]=[C:24]3[C:23]4[C:27](=[CH:28][CH:29]=[CH:30][C:22]=4[CH3:21])[NH:26][C:25]3=[O:31])=[C:14]([CH3:15])[C:8]=2[C:7]1=[O:18])[CH3:2]. The yield is 0.525.